This data is from Reaction yield outcomes from USPTO patents with 853,638 reactions. The task is: Predict the reaction yield, written as a fraction of the theoretical maximum amount of product (1.0 means a 100% yield; for example, 0.34 means a 34% yield). (1) The reactants are [NH:1]1[CH:5]=[C:4]([C:6]2[C:7]([C:12]3[CH:17]=[CH:16][CH:15]=[CH:14][CH:13]=3)=[N:8][O:9][C:10]=2[CH3:11])[N:3]=[CH:2]1.F[C:19]1[CH:24]=[CH:23][CH:22]=[CH:21][N:20]=1. No catalyst specified. The product is [CH3:11][C:10]1[O:9][N:8]=[C:7]([C:12]2[CH:13]=[CH:14][CH:15]=[CH:16][CH:17]=2)[C:6]=1[C:4]1[N:3]=[CH:2][N:1]([C:19]2[CH:24]=[CH:23][CH:22]=[CH:21][N:20]=2)[CH:5]=1. The yield is 0.230. (2) The reactants are [Br:1]Br.[CH3:3][C:4]1([CH3:16])[C:8](=[O:9])[C:7]2[CH:10]=[CH:11][C:12]([CH3:15])=[C:13]([CH3:14])[C:6]=2[O:5]1.S([O-])([O-])=O.[Na+].[Na+]. The catalyst is C(O)(=O)C. The product is [Br:1][C:11]1[C:12]([CH3:15])=[C:13]([CH3:14])[C:6]2[O:5][C:4]([CH3:16])([CH3:3])[C:8](=[O:9])[C:7]=2[CH:10]=1. The yield is 0.880.